Dataset: Forward reaction prediction with 1.9M reactions from USPTO patents (1976-2016). Task: Predict the product of the given reaction. (1) Given the reactants [F:1][C:2]1[CH:3]=[C:4]([CH:6]=[CH:7][C:8]=1[O:9][C:10]1[C:19]2[C:14](=[CH:15][C:16]([O:22][CH2:23][CH2:24][CH2:25][N:26]3[CH2:31][CH2:30][O:29][CH2:28][CH2:27]3)=[C:17]([O:20][CH3:21])[CH:18]=2)[N:13]=[CH:12][CH:11]=1)[NH2:5].[C:32]1([C:38]2[S:39][CH:40]=[C:41]([C:43](Cl)=[O:44])[N:42]=2)[CH:37]=[CH:36][CH:35]=[CH:34][CH:33]=1, predict the reaction product. The product is: [F:1][C:2]1[CH:3]=[C:4]([NH:5][C:43]([C:41]2[N:42]=[C:38]([C:32]3[CH:33]=[CH:34][CH:35]=[CH:36][CH:37]=3)[S:39][CH:40]=2)=[O:44])[CH:6]=[CH:7][C:8]=1[O:9][C:10]1[C:19]2[C:14](=[CH:15][C:16]([O:22][CH2:23][CH2:24][CH2:25][N:26]3[CH2:31][CH2:30][O:29][CH2:28][CH2:27]3)=[C:17]([O:20][CH3:21])[CH:18]=2)[N:13]=[CH:12][CH:11]=1. (2) Given the reactants [NH:1]1[CH:5]=[C:4]([C:6]2[C:7]([C:12]3[CH:17]=[CH:16][CH:15]=[CH:14][CH:13]=3)=[N:8][O:9][C:10]=2[CH3:11])[N:3]=[CH:2]1.[C:18]([NH:25][C:26]1[CH:31]=[CH:30][C:29](B(O)O)=[CH:28][CH:27]=1)([O:20][C:21]([CH3:24])([CH3:23])[CH3:22])=[O:19], predict the reaction product. The product is: [C:21]([O:20][C:18](=[O:19])[NH:25][C:26]1[CH:27]=[CH:28][C:29]([N:1]2[CH:5]=[C:4]([C:6]3[C:7]([C:12]4[CH:13]=[CH:14][CH:15]=[CH:16][CH:17]=4)=[N:8][O:9][C:10]=3[CH3:11])[N:3]=[CH:2]2)=[CH:30][CH:31]=1)([CH3:24])([CH3:22])[CH3:23]. (3) Given the reactants [CH:1]([NH:4][C@H:5]([C:12]([OH:14])=O)[CH2:6][C:7]1[N:11]=[CH:10][NH:9][CH:8]=1)([CH3:3])[CH3:2].[NH2:15][C@@H:16]([CH2:24][C:25]1[CH:30]=[CH:29][C:28]([O:31][CH2:32][C:33]2[CH:38]=[CH:37][CH:36]=[CH:35][CH:34]=2)=[CH:27][CH:26]=1)[C:17]([NH:19][C:20]([CH3:23])([CH3:22])[CH3:21])=[O:18].C[O-].C([N+](C)(C)C)C1C=CC=CC=1.CN(C(ON1N=NC2C=CC=CC1=2)=[N+](C)C)C.F[P-](F)(F)(F)(F)F, predict the reaction product. The product is: [CH2:32]([O:31][C:28]1[CH:29]=[CH:30][C:25]([CH2:24][CH:16]([NH:15][C:12](=[O:14])[CH:5]([NH:4][CH:1]([CH3:2])[CH3:3])[CH2:6][C:7]2[N:11]=[CH:10][NH:9][CH:8]=2)[C:17](=[O:18])[NH:19][C:20]([CH3:21])([CH3:22])[CH3:23])=[CH:26][CH:27]=1)[C:33]1[CH:38]=[CH:37][CH:36]=[CH:35][CH:34]=1. (4) Given the reactants C[C:2]#[N:3].[CH2:4]([C:11]1[CH:16]=[CH:15][CH:14]=[CH:13][C:12]=1[O:17][CH2:18][CH2:19][CH:20]([O:22][CH3:23])[CH3:21])[C:5]1[CH:10]=[CH:9][CH:8]=[CH:7][CH:6]=1.ClC1C(=O)C(C#N)=C(C#N)C(=O)C=1Cl.C[Si](C#N)(C)C, predict the reaction product. The product is: [CH3:23][O:22][CH:20]([CH3:21])[CH2:19][CH2:18][O:17][C:12]1[CH:13]=[CH:14][CH:15]=[CH:16][C:11]=1[CH:4]([C:5]1[CH:6]=[CH:7][CH:8]=[CH:9][CH:10]=1)[C:2]#[N:3]. (5) The product is: [CH3:24][C:14]1[CH:19]=[CH:18][C:17]([S:20]([O:12][CH2:11][CH:8]2[O:7][C:6]3[CH:13]=[C:2]([Cl:1])[CH:3]=[CH:4][C:5]=3[O:10][CH2:9]2)(=[O:22])=[O:21])=[CH:16][CH:15]=1. Given the reactants [Cl:1][C:2]1[CH:3]=[CH:4][C:5]2[O:10][CH2:9][CH:8]([CH2:11][OH:12])[O:7][C:6]=2[CH:13]=1.[C:14]1([CH3:24])[CH:19]=[CH:18][C:17]([S:20](Cl)(=[O:22])=[O:21])=[CH:16][CH:15]=1.O.CCOC(C)=O, predict the reaction product. (6) Given the reactants C1CO[C:8]2[CH:7]=[CH:6][C:5]([NH:11][C:12]3[C:17]([F:18])=[CH:16][N:15]=[C:14]([NH:19][C:20]4[CH:25]=[CH:24][CH:23]=[C:22](O)C=4)[N:13]=3)=[CH:4][C:3]=2[O:2]1.ClC1N=C(NC2C=CC=[C:37]([OH:41])[CH:36]=2)C(F)=CN=1.CC1OC(C)=CC=1CN, predict the reaction product. The product is: [CH3:36][C:37]1[O:41][C:23]([CH3:22])=[CH:24][C:25]=1[CH2:20][NH:19][C:14]1[N:13]=[C:12]([NH:11][C:5]2[CH:6]=[CH:7][CH:8]=[C:3]([OH:2])[CH:4]=2)[C:17]([F:18])=[CH:16][N:15]=1. (7) Given the reactants Cl[C:2]1[N:3]=[CH:4][C:5]2[S:10][CH:9]=[C:8]([C:11]([NH:13][C:14]3[CH:23]=[CH:22][C:21]4[C:16](=[CH:17][CH:18]=[CH:19][N:20]=4)[N:15]=3)=[O:12])[C:6]=2[N:7]=1.[C@@H:24]1([NH2:31])[CH2:29][CH2:28][CH2:27][CH2:26][C@@H:25]1[NH2:30], predict the reaction product. The product is: [N:15]1[C:16]2[C:21](=[N:20][CH:19]=[CH:18][CH:17]=2)[CH:22]=[CH:23][C:14]=1[NH:13][C:11]([C:8]1[C:6]2[N:7]=[C:2]([NH:30][C@@H:25]3[CH2:26][CH2:27][CH2:28][CH2:29][C@@H:24]3[NH2:31])[N:3]=[CH:4][C:5]=2[S:10][CH:9]=1)=[O:12]. (8) Given the reactants F[C:2]1[CH:3]=[C:4]2[C:8](=[CH:9][CH:10]=1)[N:7]([CH2:11][C:12]([O:14][CH3:15])=[O:13])[C:6]([CH3:16])=[C:5]2CC1C=NC(OC)=CC=1.[Cl:26]C1C=C2C(=CC=1)NC(C)=C2.[H-].[Na+].BrCC(OC)=O, predict the reaction product. The product is: [Cl:26][C:2]1[CH:3]=[C:4]2[C:8](=[CH:9][CH:10]=1)[N:7]([CH2:11][C:12]([O:14][CH3:15])=[O:13])[C:6]([CH3:16])=[CH:5]2. (9) Given the reactants [CH3:1][C:2]1[CH:3]=[C:4]2[C:9](=[CH:10][CH:11]=1)[N:8]=[C:7](Cl)[N:6]=[C:5]2Cl.[NH2:14][C:15]1[CH:22]=[CH:21][C:18]([CH2:19][NH2:20])=[CH:17][CH:16]=1.[F:23][C:24]1[CH:32]=[C:31]([Cl:33])[CH:30]=[CH:29][C:25]=1[C:26](Cl)=[O:27].[CH3:34][NH2:35], predict the reaction product. The product is: [Cl:33][C:31]1[CH:30]=[CH:29][C:25]([C:26]([NH:14][C:15]2[CH:22]=[CH:21][C:18]([CH2:19][NH:20][C:5]3[C:4]4[C:9](=[CH:10][CH:11]=[C:2]([CH3:1])[CH:3]=4)[N:8]=[C:7]([NH:35][CH3:34])[N:6]=3)=[CH:17][CH:16]=2)=[O:27])=[C:24]([F:23])[CH:32]=1.